Task: Predict the product of the given reaction.. Dataset: Forward reaction prediction with 1.9M reactions from USPTO patents (1976-2016) (1) Given the reactants NC1SC=CN=1.C(OCC)(=O)CC(C)=O.FC1C=C([C:24]2[C:29](=[O:30])[N:28]3[CH:31]=[CH:32][S:33][C:27]3=[N:26][C:25]=2[CH3:34])C=C(F)C=1, predict the reaction product. The product is: [CH3:34][C:25]1[N:26]=[C:27]2[S:33][CH:32]=[CH:31][N:28]2[C:29](=[O:30])[CH:24]=1. (2) Given the reactants OCCCN1C=C(C2C=CC(N[C:22]3[C:27]([C:28]([F:31])([F:30])[F:29])=[CH:26][N:25]=[C:24]([NH:32][C:33]4[CH:47]=[CH:46][C:36]([CH2:37][P:38](=[O:45])([O:42][CH2:43][CH3:44])[O:39][CH2:40][CH3:41])=[CH:35][C:34]=4[O:48][CH3:49])[N:23]=3)=C3C=2CN(C)C3=O)C=N1.[NH2:50][C:51]1[CH:60]=[C:59]([F:61])[C:58]([Br:62])=[CH:57][C:52]=1[C:53]([NH:55][CH3:56])=[O:54], predict the reaction product. The product is: [Br:62][C:58]1[C:59]([F:61])=[CH:60][C:51]([NH:50][C:26]2[C:27]([C:28]([F:29])([F:30])[F:31])=[CH:22][N:23]=[C:24]([NH:32][C:33]3[CH:47]=[CH:46][C:36]([CH2:37][P:38](=[O:45])([O:42][CH2:43][CH3:44])[O:39][CH2:40][CH3:41])=[CH:35][C:34]=3[O:48][CH3:49])[N:25]=2)=[C:52]([C:53](=[O:54])[NH:55][CH3:56])[CH:57]=1. (3) Given the reactants [O:1]=[C:2]1[NH:6][C:5]2[CH:7]=[CH:8][C:9]([C:11]([O:13]CC)=[O:12])=[CH:10][C:4]=2[O:3]1.[Li+].[OH-], predict the reaction product. The product is: [O:1]=[C:2]1[NH:6][C:5]2[CH:7]=[CH:8][C:9]([C:11]([OH:13])=[O:12])=[CH:10][C:4]=2[O:3]1. (4) Given the reactants Br[C:2]1[CH:3]=[CH:4][C:5]([Cl:25])=[C:6]([CH:24]=1)[C:7]([NH:9][C:10]1[N:14]([C:15]2[CH:20]=[CH:19][CH:18]=[CH:17][CH:16]=2)[N:13]=[C:12]([C:21]([NH2:23])=[O:22])[CH:11]=1)=[O:8].[CH3:26][C:27]1([CH3:43])[C:31]([CH3:33])([CH3:32])[O:30][B:29]([B:29]2[O:30][C:31]([CH3:33])([CH3:32])[C:27]([CH3:43])([CH3:26])[O:28]2)[O:28]1.C([O-])(=O)C.[K+], predict the reaction product. The product is: [Cl:25][C:5]1[CH:4]=[CH:3][C:2]([B:29]2[O:30][C:31]([CH3:33])([CH3:32])[C:27]([CH3:43])([CH3:26])[O:28]2)=[CH:24][C:6]=1[C:7]([NH:9][C:10]1[N:14]([C:15]2[CH:20]=[CH:19][CH:18]=[CH:17][CH:16]=2)[N:13]=[C:12]([C:21]([NH2:23])=[O:22])[CH:11]=1)=[O:8]. (5) Given the reactants [CH3:1][N:2]([CH3:26])[CH:3]1[CH2:7][CH2:6][N:5]([C:8]2[CH:13]=[CH:12][C:11]([N:14]3[C:19](=[O:20])[C:18]4[S:21][C:22]([CH2:24][OH:25])=[CH:23][C:17]=4[N:16]=[CH:15]3)=[CH:10][CH:9]=2)[CH2:4]1.[K].CC(C)([O-])C.[CH:33]1([CH2:36]Br)[CH2:35][CH2:34]1.C(OCC)(=O)C, predict the reaction product. The product is: [CH:33]1([CH2:36][O:25][CH2:24][C:22]2[S:21][C:18]3[C:19](=[O:20])[N:14]([C:11]4[CH:10]=[CH:9][C:8]([N:5]5[CH2:6][CH2:7][CH:3]([N:2]([CH3:26])[CH3:1])[CH2:4]5)=[CH:13][CH:12]=4)[CH:15]=[N:16][C:17]=3[CH:23]=2)[CH2:35][CH2:34]1. (6) The product is: [Cl:1][C:2]1[C:7]([F:8])=[CH:6][C:5]([F:9])=[CH:4][C:3]=1[NH:10][C:11](=[O:19])[CH:12]([CH3:18])[C:13]([OH:15])=[O:14]. Given the reactants [Cl:1][C:2]1[C:7]([F:8])=[CH:6][C:5]([F:9])=[CH:4][C:3]=1[NH:10][C:11](=[O:19])[CH:12]([CH3:18])[C:13]([O:15]CC)=[O:14], predict the reaction product. (7) Given the reactants [CH3:1][CH:2]1[CH2:7][CH:6]([CH:8]([N:15]2[CH:19]=[C:18]([N+:20]([O-])=O)[CH:17]=[N:16]2)[C:9]2[CH:14]=[CH:13][CH:12]=[CH:11][CH:10]=2)[CH2:5][CH2:4][S:3]1(=[O:24])=[O:23].[H][H], predict the reaction product. The product is: [C:9]1([CH:8]([CH:6]2[CH2:5][CH2:4][S:3](=[O:23])(=[O:24])[CH:2]([CH3:1])[CH2:7]2)[N:15]2[CH:19]=[C:18]([NH2:20])[CH:17]=[N:16]2)[CH:10]=[CH:11][CH:12]=[CH:13][CH:14]=1. (8) The product is: [CH2:24]([O:16][C:15]([CH:9]1[CH2:8][C:7]2[C:6]3[C:14](=[C:2]([Cl:1])[CH:3]=[CH:4][CH:5]=3)[NH:13][C:12]=2[CH2:11][CH2:10]1)=[O:17])[C:25]1[CH:30]=[CH:29][CH:28]=[CH:27][CH:26]=1. Given the reactants [Cl:1][C:2]1[CH:3]=[CH:4][CH:5]=[C:6]2[C:14]=1[NH:13][C:12]1[CH2:11][CH2:10][CH:9]([C:15]([OH:17])=[O:16])[CH2:8][C:7]2=1.C(=O)([O-])[O-].[Cs+].[Cs+].[CH2:24](Br)[C:25]1[CH:30]=[CH:29][CH:28]=[CH:27][CH:26]=1, predict the reaction product.